This data is from Full USPTO retrosynthesis dataset with 1.9M reactions from patents (1976-2016). The task is: Predict the reactants needed to synthesize the given product. (1) Given the product [C:1]([O:4][CH:5]([CH2:12][CH2:13][CH2:14][CH2:15][CH2:16][CH:17]=[O:18])[CH2:6][CH2:7][CH2:8][CH2:9][C:10]#[CH:11])(=[O:3])[CH3:2], predict the reactants needed to synthesize it. The reactants are: [C:1]([O:4][CH:5]([CH2:12][CH2:13][CH2:14][CH2:15][CH2:16][CH2:17][OH:18])[CH2:6][CH2:7][CH2:8][CH2:9][C:10]#[CH:11])(=[O:3])[CH3:2].C1C=C[NH+]=CC=1.[O-][Cr](Cl)(=O)=O. (2) Given the product [ClH:87].[ClH:87].[F:85][C:83]1[CH:84]=[C:79]([CH:80]=[C:81]([F:86])[CH:82]=1)[CH2:78][C@H:64]([NH:63][C:13](=[O:15])[C:12]1[CH:16]=[C:17]([CH3:19])[CH:18]=[C:10]([CH2:9][N:5]2[CH2:6][CH2:7][CH2:8][C@@H:4]2[CH2:3][O:2][CH3:1])[CH:11]=1)[C@H:65]([OH:77])[CH2:66][NH:67][CH2:68][C:69]1[CH:74]=[CH:73][CH:72]=[C:71]([CH2:75][CH3:76])[CH:70]=1, predict the reactants needed to synthesize it. The reactants are: [CH3:1][O:2][CH2:3][C@H:4]1[CH2:8][CH2:7][CH2:6][N:5]1[CH2:9][C:10]1[CH:11]=[C:12]([CH:16]=[C:17]([CH3:19])[CH:18]=1)[C:13]([OH:15])=O.CN(C(ON1N=NC2C=CC=CC1=2)=[N+](C)C)C.F[P-](F)(F)(F)(F)F.C1C=CC2N(O)N=NC=2C=1.C(N(CC)C(C)C)(C)C.[NH2:63][C@@H:64]([CH2:78][C:79]1[CH:84]=[C:83]([F:85])[CH:82]=[C:81]([F:86])[CH:80]=1)[C@H:65]([OH:77])[CH2:66][NH:67][CH2:68][C:69]1[CH:74]=[CH:73][CH:72]=[C:71]([CH2:75][CH3:76])[CH:70]=1.[ClH:87].